Dataset: Retrosynthesis with 50K atom-mapped reactions and 10 reaction types from USPTO. Task: Predict the reactants needed to synthesize the given product. (1) Given the product O=S(CCN1CCC(=NO)CC1)c1ccccc1, predict the reactants needed to synthesize it. The reactants are: NO.O=C1CCN(CCS(=O)c2ccccc2)CC1. (2) Given the product CCOc1ccc(NC(=O)c2cncc(Br)c2)c([N+](=O)[O-])c1, predict the reactants needed to synthesize it. The reactants are: CCOc1ccc(N)c([N+](=O)[O-])c1.O=C(O)c1cncc(Br)c1. (3) Given the product Cc1cccc2scc(C=C3C(=O)N=C4C=CC=CN34)c12, predict the reactants needed to synthesize it. The reactants are: Cc1cccc2scc(C=O)c12.O=C1CN2C=CC=CC2=N1.